This data is from Forward reaction prediction with 1.9M reactions from USPTO patents (1976-2016). The task is: Predict the product of the given reaction. Given the reactants [Cl:1][C:2]1[CH:18]=[CH:17][C:5]2[CH2:6][CH2:7][N:8]([C:11](=[O:16])[C:12]([F:15])([F:14])[F:13])[CH2:9][CH2:10][C:4]=2[C:3]=1OS(C(F)(F)F)(=O)=O.[NH2:27][CH:28]1[CH2:36][C:35]2[C:30](=[CH:31][CH:32]=[CH:33][CH:34]=2)[CH2:29]1, predict the reaction product. The product is: [Cl:1][C:2]1[CH:18]=[CH:17][C:5]2[CH2:6][CH2:7][N:8]([C:11](=[O:16])[C:12]([F:15])([F:14])[F:13])[CH2:9][CH2:10][C:4]=2[C:3]=1[NH:27][CH:28]1[CH2:36][C:35]2[C:30](=[CH:31][CH:32]=[CH:33][CH:34]=2)[CH2:29]1.